From a dataset of Forward reaction prediction with 1.9M reactions from USPTO patents (1976-2016). Predict the product of the given reaction. Given the reactants [Cl:1][C:2]1[CH:3]=[C:4]([CH:8]=[CH:9][C:10]=1[Cl:11])[CH2:5][NH:6][CH3:7].Br[CH2:13][CH2:14][CH2:15][NH:16][C:17](=[O:26])[CH2:18][CH2:19][C:20]1[CH:25]=[CH:24][CH:23]=[CH:22][CH:21]=1, predict the reaction product. The product is: [Cl:1][C:2]1[CH:3]=[C:4]([CH:8]=[CH:9][C:10]=1[Cl:11])[CH2:5][N:6]([CH3:7])[CH2:13][CH2:14][CH2:15][NH:16][C:17](=[O:26])[CH2:18][CH2:19][C:20]1[CH:25]=[CH:24][CH:23]=[CH:22][CH:21]=1.